This data is from Catalyst prediction with 721,799 reactions and 888 catalyst types from USPTO. The task is: Predict which catalyst facilitates the given reaction. (1) The catalyst class is: 2. Reactant: [F:1][CH:2]([F:35])[C:3]1[CH:12]=[C:11]2[C:6]([CH2:7][CH2:8][CH2:9][N:10]2[C:13]2[C:17]3[CH2:18][N:19]([C:22]([O:24][C:25]([CH3:28])([CH3:27])[CH3:26])=[O:23])[CH2:20][CH2:21][C:16]=3[N:15]([CH:29]3[CH2:34][CH2:33][O:32][CH2:31][CH2:30]3)[N:14]=2)=[CH:5][CH:4]=1.[Br:36]N1C(=O)CCC1=O. Product: [Br:36][C:4]1[CH:5]=[C:6]2[C:11](=[CH:12][C:3]=1[CH:2]([F:1])[F:35])[N:10]([C:13]1[C:17]3[CH2:18][N:19]([C:22]([O:24][C:25]([CH3:28])([CH3:27])[CH3:26])=[O:23])[CH2:20][CH2:21][C:16]=3[N:15]([CH:29]3[CH2:30][CH2:31][O:32][CH2:33][CH2:34]3)[N:14]=1)[CH2:9][CH2:8][CH2:7]2. (2) Reactant: [C:1]([O:5][CH2:6][C:7]1[C:8]([C:27](O)=[O:28])=[N:9][C:10]([C:20]2[CH:25]=[CH:24][C:23]([Cl:26])=[CH:22][CH:21]=2)=[C:11]([C:13]2[CH:18]=[CH:17][C:16]([Cl:19])=[CH:15][CH:14]=2)[N:12]=1)([CH3:4])([CH3:3])[CH3:2].C(N(CC)CC)C.CC(COC(Cl)=O)C.Cl.[NH2:46][N:47]1[CH2:52][CH2:51][CH2:50][CH2:49][CH2:48]1.C(=O)([O-])[O-].[K+].[K+]. Product: [C:1]([O:5][CH2:6][C:7]1[C:8]([C:27]([NH:46][N:47]2[CH2:52][CH2:51][CH2:50][CH2:49][CH2:48]2)=[O:28])=[N:9][C:10]([C:20]2[CH:21]=[CH:22][C:23]([Cl:26])=[CH:24][CH:25]=2)=[C:11]([C:13]2[CH:14]=[CH:15][C:16]([Cl:19])=[CH:17][CH:18]=2)[N:12]=1)([CH3:3])([CH3:4])[CH3:2]. The catalyst class is: 2.